Dataset: Catalyst prediction with 721,799 reactions and 888 catalyst types from USPTO. Task: Predict which catalyst facilitates the given reaction. (1) Reactant: Cl.[CH:2]1([C:5](=[O:33])[CH:6]([N:14]2[CH2:19][CH2:18][CH:17]([SH:20])/[C:16](=[CH:21]/[C:22]3[CH:26]=[CH:25][N:24]([CH2:27][C:28]([O:30][CH2:31][CH3:32])=[O:29])[N:23]=3)/[CH2:15]2)[C:7]2[CH:12]=[CH:11][CH:10]=[CH:9][C:8]=2[F:13])[CH2:4][CH2:3]1.[C:34]([Cl:37])(=[O:36])[CH3:35].C(N(CC)CC)C.Cl. Product: [ClH:37].[C:34]([S:20][CH:17]1[CH2:18][CH2:19][N:14]([CH:6]([C:7]2[CH:12]=[CH:11][CH:10]=[CH:9][C:8]=2[F:13])[C:5]([CH:2]2[CH2:4][CH2:3]2)=[O:33])[CH2:15]/[C:16]/1=[CH:21]\[C:22]1[CH:26]=[CH:25][N:24]([CH2:27][C:28]([O:30][CH2:31][CH3:32])=[O:29])[N:23]=1)(=[O:36])[CH3:35]. The catalyst class is: 269. (2) Reactant: [CH2:1]([O:3][C:4]([C:6]1[S:7][C:8]([NH2:20])=[C:9]([C:18]#[N:19])[C:10]=1[C:11]1[CH:16]=[CH:15][C:14](I)=[CH:13][CH:12]=1)=[O:5])[CH3:2].[CH3:21][S:22][C:23]1[CH:28]=[CH:27][CH:26]=[CH:25][C:24]=1B(O)O.C(=O)([O-])[O-].[Na+].[Na+]. Product: [CH2:1]([O:3][C:4]([C:6]1[S:7][C:8]([NH2:20])=[C:9]([C:18]#[N:19])[C:10]=1[C:11]1[CH:16]=[CH:15][C:14]([C:24]2[CH:25]=[CH:26][CH:27]=[CH:28][C:23]=2[S:22][CH3:21])=[CH:13][CH:12]=1)=[O:5])[CH3:2]. The catalyst class is: 77. (3) Reactant: OC[CH2:3][C@@:4]12[C@@H:15]3[CH2:16][C@@:11]([CH:23]=[O:24])([C@:12]1([C:20]([OH:22])=[O:21])[C:13]([CH:17]([CH3:19])[CH3:18])=[CH:14]3)[CH:10]1[CH:6]([CH:7]([CH3:26])[CH:8]([Cl:25])[CH2:9]1)[CH2:5]2.C([O-])(O)=[O:28].[Na+].Cl[CH2:33][O:34][C:35]([C:37]([CH3:40])([CH3:39])[CH3:38])=[O:36]. Product: [Cl:25][CH:8]1[CH:7]([CH3:26])[CH:6]2[CH:5]([C@@:4]3([CH:3]=[O:28])[CH2:15][C@H:16]4[C@@:11]([CH2:23][OH:24])([CH2:10]2)[C@:12]3([C:20]([O:22][CH2:33][O:34][C:35](=[O:36])[C:37]([CH3:40])([CH3:39])[CH3:38])=[O:21])[C:13]([CH:17]([CH3:19])[CH3:18])=[CH:14]4)[CH2:9]1. The catalyst class is: 3. (4) Reactant: [CH3:1][C:2]([C:4]1[CH:9]=[CH:8][C:7]([Br:10])=[CH:6][CH:5]=1)=[O:3].[CH3:11][Mg+].[Br-]. Product: [Br:10][C:7]1[CH:8]=[CH:9][C:4]([C:2]([OH:3])([CH3:11])[CH3:1])=[CH:5][CH:6]=1. The catalyst class is: 27.